This data is from Full USPTO retrosynthesis dataset with 1.9M reactions from patents (1976-2016). The task is: Predict the reactants needed to synthesize the given product. (1) Given the product [CH3:1][C:12]1([CH3:4])[C:11]2[C:19](=[CH:7][C:8]([C:13]([O:15][CH3:16])=[O:14])=[CH:9][CH:10]=2)[NH:20][C:22]1=[O:23], predict the reactants needed to synthesize it. The reactants are: [CH3:1]I.O=[C:4]1[CH2:12][C:11]2C(=[CH:7][C:8]([C:13]([O:15][CH3:16])=[O:14])=[CH:9][CH:10]=2)N1.[H-].[Na+].[CH3:19][N:20]([CH:22]=[O:23])C. (2) Given the product [CH:1]1([CH:7]([C:9]2[O:10][C:11]3[CH:18]=[CH:17][C:16]([O:19][CH2:20][CH2:21][O:22][CH3:23])=[CH:15][C:12]=3[C:13]=2[CH3:14])[OH:8])[CH2:6][CH2:5][CH2:4][CH2:3][CH2:2]1, predict the reactants needed to synthesize it. The reactants are: [CH:1]1([C:7]([C:9]2[O:10][C:11]3[CH:18]=[CH:17][C:16]([O:19][CH2:20][CH2:21][O:22][CH3:23])=[CH:15][C:12]=3[C:13]=2[CH3:14])=[O:8])[CH2:6][CH2:5][CH2:4][CH2:3][CH2:2]1.[BH4-].[Na+].O.Cl.